Task: Predict which catalyst facilitates the given reaction.. Dataset: Catalyst prediction with 721,799 reactions and 888 catalyst types from USPTO (1) Reactant: [H-].[Na+].[Cl:3][C:4]1[CH:5]=[C:6]([C@H:11]2[C@@H:17]([CH2:18][NH:19][C:20](=[O:24])[CH2:21][O:22][CH3:23])[O:16][CH2:15][CH2:14][N:13]([C:25]([O:27][C:28]([CH3:31])([CH3:30])[CH3:29])=[O:26])[CH2:12]2)[CH:7]=[CH:8][C:9]=1[Cl:10].[CH3:32]I.O. Product: [Cl:3][C:4]1[CH:5]=[C:6]([C@H:11]2[C@@H:17]([CH2:18][N:19]([C:20](=[O:24])[CH2:21][O:22][CH3:23])[CH3:32])[O:16][CH2:15][CH2:14][N:13]([C:25]([O:27][C:28]([CH3:31])([CH3:30])[CH3:29])=[O:26])[CH2:12]2)[CH:7]=[CH:8][C:9]=1[Cl:10]. The catalyst class is: 3. (2) Reactant: [Cl:1][C:2]1[N:7]=[C:6]2[N:8]([CH2:11][O:12][CH2:13][CH2:14][Si:15]([CH3:18])([CH3:17])[CH3:16])[CH:9]=[CH:10][C:5]2=[C:4]([CH:19]([C:24]2[CH:29]=[CH:28][C:27]([N+:30]([O-:32])=[O:31])=[CH:26][C:25]=2[F:33])C(OC)=O)[CH:3]=1.[OH-].[Li+]. Product: [Cl:1][C:2]1[N:7]=[C:6]2[N:8]([CH2:11][O:12][CH2:13][CH2:14][Si:15]([CH3:17])([CH3:18])[CH3:16])[CH:9]=[CH:10][C:5]2=[C:4]([CH2:19][C:24]2[CH:29]=[CH:28][C:27]([N+:30]([O-:32])=[O:31])=[CH:26][C:25]=2[F:33])[CH:3]=1. The catalyst class is: 24. (3) Reactant: [C:1]([O:5][C:6]([N:8]1[CH2:13][CH2:12][C@H:11]([C:14]2[CH:19]=[C:18]([F:20])[C:17]([F:21])=[CH:16][C:15]=2[F:22])[C@@H:10](C(O)=O)[CH2:9]1)=[O:7])([CH3:4])([CH3:3])[CH3:2].C([N:28]([CH2:31]C)CC)C.C1(P(N=[N+]=[N-])(C2C=CC=CC=2)=[O:40])C=CC=CC=1.[CH2:50]([OH:57])[C:51]1[CH:56]=[CH:55][CH:54]=[CH:53][CH:52]=1. Product: [CH2:50]([O:57][C:31]([NH:28][C@@H:10]1[C@@H:11]([C:14]2[CH:19]=[C:18]([F:20])[C:17]([F:21])=[CH:16][C:15]=2[F:22])[CH2:12][CH2:13][N:8]([C:6]([O:5][C:1]([CH3:4])([CH3:2])[CH3:3])=[O:7])[CH2:9]1)=[O:40])[C:51]1[CH:56]=[CH:55][CH:54]=[CH:53][CH:52]=1. The catalyst class is: 11. (4) Reactant: [NH2:1][C:2]1[CH:3]=[CH:4][C:5]2[CH2:14][C@@H:13]3[C@H:8]([CH2:9][CH2:10][CH2:11][N:12]3[C:15](=[O:18])[CH2:16][CH3:17])[CH2:7][C:6]=2[CH:19]=1.[CH:20]([C:23]1[CH:28]=[CH:27][C:26]([S:29](Cl)(=[O:31])=[O:30])=[CH:25][CH:24]=1)([CH3:22])[CH3:21].Cl.C(OCC)C. Product: [CH:20]([C:23]1[CH:28]=[CH:27][C:26]([S:29]([NH:1][C:2]2[CH:3]=[CH:4][C:5]3[CH2:14][C@@H:13]4[C@H:8]([CH2:9][CH2:10][CH2:11][N:12]4[C:15](=[O:18])[CH2:16][CH3:17])[CH2:7][C:6]=3[CH:19]=2)(=[O:31])=[O:30])=[CH:25][CH:24]=1)([CH3:22])[CH3:21]. The catalyst class is: 17. (5) Product: [C:24]([C:21]1[C:20]([C:27]2[CH:32]=[CH:31][C:30]([C:33]([F:35])([F:36])[F:34])=[CH:29][CH:28]=2)=[CH:19][C:18]([CH2:17][NH:16][C:14]([C@@H:9]2[CH2:10][C@@H:11]([F:13])[CH2:12][N:8]2[C:6]([O:5][C:1]([CH3:2])([CH3:4])[CH3:3])=[O:7])=[O:15])=[N:23][CH:22]=1)(=[O:26])[NH2:40]. The catalyst class is: 7. Reactant: [C:1]([O:5][C:6]([N:8]1[CH2:12][C@H:11]([F:13])[CH2:10][C@H:9]1[C:14]([NH:16][CH2:17][C:18]1[N:23]=[CH:22][C:21]([C:24]([OH:26])=O)=[C:20]([C:27]2[CH:32]=[CH:31][C:30]([C:33]([F:36])([F:35])[F:34])=[CH:29][CH:28]=2)[CH:19]=1)=[O:15])=[O:7])([CH3:4])([CH3:3])[CH3:2].[NH4+].[Cl-].C[N:40](C(ON1N=NC2C=CC=NC1=2)=[N+](C)C)C.F[P-](F)(F)(F)(F)F.CCN(C(C)C)C(C)C.